Dataset: Reaction yield outcomes from USPTO patents with 853,638 reactions. Task: Predict the reaction yield, written as a fraction of the theoretical maximum amount of product (1.0 means a 100% yield; for example, 0.34 means a 34% yield). The reactants are Cl[C:2]1[N:7]=[C:6]([Cl:8])[N:5]=[C:4]([O:9][CH2:10][C:11]([NH:13][C:14]2[CH:19]=[CH:18][CH:17]=[C:16]([C:20]([F:23])([F:22])[F:21])[CH:15]=2)=[O:12])[N:3]=1.C1COCC1.[NH3:29]. The catalyst is CCOC(C)=O. The product is [NH2:29][C:2]1[N:7]=[C:6]([Cl:8])[N:5]=[C:4]([O:9][CH2:10][C:11]([NH:13][C:14]2[CH:19]=[CH:18][CH:17]=[C:16]([C:20]([F:23])([F:22])[F:21])[CH:15]=2)=[O:12])[N:3]=1. The yield is 0.250.